This data is from Merck oncology drug combination screen with 23,052 pairs across 39 cell lines. The task is: Regression. Given two drug SMILES strings and cell line genomic features, predict the synergy score measuring deviation from expected non-interaction effect. (1) Drug 1: CN(Cc1cnc2nc(N)nc(N)c2n1)c1ccc(C(=O)NC(CCC(=O)O)C(=O)O)cc1. Drug 2: O=C(NOCC(O)CO)c1ccc(F)c(F)c1Nc1ccc(I)cc1F. Cell line: SW837. Synergy scores: synergy=4.24. (2) Drug 1: CCN(CC)CCNC(=O)c1c(C)[nH]c(C=C2C(=O)Nc3ccc(F)cc32)c1C. Drug 2: Cn1c(=O)n(-c2ccc(C(C)(C)C#N)cc2)c2c3cc(-c4cnc5ccccc5c4)ccc3ncc21. Cell line: A2780. Synergy scores: synergy=15.6. (3) Drug 1: CCC1(O)CC2CN(CCc3c([nH]c4ccccc34)C(C(=O)OC)(c3cc4c(cc3OC)N(C)C3C(O)(C(=O)OC)C(OC(C)=O)C5(CC)C=CCN6CCC43C65)C2)C1. Drug 2: NC(=O)c1cccc2cn(-c3ccc(C4CCCNC4)cc3)nc12. Cell line: UACC62. Synergy scores: synergy=-1.63. (4) Drug 1: N#Cc1ccc(Cn2cncc2CN2CCN(c3cccc(Cl)c3)C(=O)C2)cc1. Drug 2: CNC(=O)c1cc(Oc2ccc(NC(=O)Nc3ccc(Cl)c(C(F)(F)F)c3)cc2)ccn1. Cell line: HCT116. Synergy scores: synergy=10.2. (5) Drug 1: CC(=O)OC1C(=O)C2(C)C(O)CC3OCC3(OC(C)=O)C2C(OC(=O)c2ccccc2)C2(O)CC(OC(=O)C(O)C(NC(=O)c3ccccc3)c3ccccc3)C(C)=C1C2(C)C. Drug 2: CC(C)CC(NC(=O)C(Cc1ccccc1)NC(=O)c1cnccn1)B(O)O. Cell line: A427. Synergy scores: synergy=-17.0. (6) Drug 1: CCC1=CC2CN(C1)Cc1c([nH]c3ccccc13)C(C(=O)OC)(c1cc3c(cc1OC)N(C)C1C(O)(C(=O)OC)C(OC(C)=O)C4(CC)C=CCN5CCC31C54)C2. Drug 2: COC1CC2CCC(C)C(O)(O2)C(=O)C(=O)N2CCCCC2C(=O)OC(C(C)CC2CCC(OP(C)(C)=O)C(OC)C2)CC(=O)C(C)C=C(C)C(O)C(OC)C(=O)C(C)CC(C)C=CC=CC=C1C. Cell line: MSTO. Synergy scores: synergy=39.2.